Dataset: Catalyst prediction with 721,799 reactions and 888 catalyst types from USPTO. Task: Predict which catalyst facilitates the given reaction. (1) Reactant: [NH2:1][C:2]1[CH:3]=[CH:4][C:5]([F:10])=[C:6]([CH2:8][OH:9])[CH:7]=1.[C:11](=[O:14])([O-])[O-:12].[Na+].[Na+]. Product: [C:6]([O:12][C:11](=[O:14])[NH:1][C:2]1[CH:3]=[CH:4][C:5]([F:10])=[C:6]([CH2:8][OH:9])[CH:7]=1)([CH3:8])([CH3:7])[CH3:5]. The catalyst class is: 38. (2) Reactant: COC1C=C(C=CC=1)C=O.C(=O)C1C=CC=CC=1.[CH3:19][O:20][C:21](=[O:30])C1C=CC=C(C=O)C=1.[Br:31][C:32]1[CH:33]=[CH:34][C:35]([CH3:54])=[C:36]([C@H:38]2[CH2:43][C@@H:42]([NH:44][C:45](=[O:47])[CH3:46])[CH2:41][C@@H:40]([C:48]3[CH:53]=[CH:52][CH:51]=[CH:50][CH:49]=3)[O:39]2)[CH:37]=1.C(N(CC)CC)C. Product: [Br:31][C:32]1[CH:33]=[CH:34][C:35]([CH3:54])=[C:36]([C@H:38]2[CH2:43][C@@H:42]([NH:44][C:45](=[O:47])[CH3:46])[CH2:41][C@@H:40]([C:48]3[CH:53]=[CH:52][CH:51]=[CH:50][CH:49]=3)[O:39]2)[CH:37]=1.[C:45]([NH:44][C@H:42]1[CH2:41][C@@H:40]([C:48]2[CH:49]=[CH:50][CH:51]=[CH:52][CH:53]=2)[O:39][C@@H:38]([C:36]2[CH:37]=[C:32]([CH:33]=[CH:34][C:35]=2[CH3:54])[C:21]([O:20][CH3:19])=[O:30])[CH2:43]1)(=[O:47])[CH3:46]. The catalyst class is: 100. (3) Reactant: [CH2:1]([OH:5])[CH2:2][CH:3]=[CH2:4].N1C=CC=CC=1.[Si:12](Cl)([C:15]([CH3:18])([CH3:17])[CH3:16])([CH3:14])[CH3:13]. Product: [Si:12]([O:5][CH2:1][CH2:2][CH:3]=[CH2:4])([C:15]([CH3:18])([CH3:17])[CH3:16])([CH3:14])[CH3:13]. The catalyst class is: 2. (4) Reactant: [Cl:1][C:2]1[C:3]([N:13]2[CH2:17][CH2:16][CH:15]([C:18]([OH:20])=O)[CH2:14]2)=[N:4][CH:5]=[C:6]([C:8]([O:10][CH2:11][CH3:12])=[O:9])[CH:7]=1.CCN=C=NCCCN(C)C.C1C=CC2N(O)N=NC=2C=1.[Cl:42][C:43]1[S:47][C:46]([S:48]([NH2:51])(=[O:50])=[O:49])=[CH:45][CH:44]=1.CCN(C(C)C)C(C)C. Product: [Cl:1][C:2]1[C:3]([N:13]2[CH2:17][CH2:16][CH:15]([C:18]([NH:51][S:48]([C:46]3[S:47][C:43]([Cl:42])=[CH:44][CH:45]=3)(=[O:50])=[O:49])=[O:20])[CH2:14]2)=[N:4][CH:5]=[C:6]([CH:7]=1)[C:8]([O:10][CH2:11][CH3:12])=[O:9]. The catalyst class is: 585. (5) Reactant: [CH:1]([C:4]1[N:8]([C:9]2[N:10]=[C:11]([N:31]3[CH2:36][CH2:35][O:34][CH2:33][CH2:32]3)[C:12]3[N:18]=[C:17]([CH2:19][CH:20]4[CH2:23][N:22](C(OC(C)(C)C)=O)[CH2:21]4)[CH:16]=[CH:15][C:13]=3[N:14]=2)[C:7]2[CH:37]=[CH:38][CH:39]=[CH:40][C:6]=2[N:5]=1)([CH3:3])[CH3:2].Cl. The catalyst class is: 12. Product: [NH:22]1[CH2:23][CH:20]([CH2:19][C:17]2[CH:16]=[CH:15][C:13]3[N:14]=[C:9]([N:8]4[C:7]5[CH:37]=[CH:38][CH:39]=[CH:40][C:6]=5[N:5]=[C:4]4[CH:1]([CH3:3])[CH3:2])[N:10]=[C:11]([N:31]4[CH2:36][CH2:35][O:34][CH2:33][CH2:32]4)[C:12]=3[N:18]=2)[CH2:21]1. (6) Reactant: [N+:1](/[CH:4]=[CH:5]/[C:6]1[CH:18]=[CH:17][C:9]([O:10][C:11]2[CH:16]=[CH:15][CH:14]=[CH:13][N:12]=2)=[CH:8][CH:7]=1)([O-:3])=[O:2].C(O)(=O)C.[BH4-].[Na+]. Product: [N+:1]([CH2:4][CH2:5][C:6]1[CH:18]=[CH:17][C:9]([O:10][C:11]2[CH:16]=[CH:15][CH:14]=[CH:13][N:12]=2)=[CH:8][CH:7]=1)([O-:3])=[O:2]. The catalyst class is: 16.